From a dataset of Reaction yield outcomes from USPTO patents with 853,638 reactions. Predict the reaction yield, written as a fraction of the theoretical maximum amount of product (1.0 means a 100% yield; for example, 0.34 means a 34% yield). (1) The yield is 0.543. The product is [CH3:32][NH:33][C:29]([C:10]1[N:11]([CH3:28])[C:12]([CH2:16][NH:17][S:18]([C:21]2[CH:26]=[CH:25][C:24]([CH3:27])=[CH:23][CH:22]=2)(=[O:20])=[O:19])=[CH:13][C:14](=[O:15])[C:9]=1[O:8][CH2:1][C:2]1[CH:3]=[CH:4][CH:5]=[CH:6][CH:7]=1)=[O:30]. The reactants are [CH2:1]([O:8][C:9]1[C:14](=[O:15])[CH:13]=[C:12]([CH2:16][NH:17][S:18]([C:21]2[CH:26]=[CH:25][C:24]([CH3:27])=[CH:23][CH:22]=2)(=[O:20])=[O:19])[N:11]([CH3:28])[C:10]=1[C:29](O)=[O:30])[C:2]1[CH:7]=[CH:6][CH:5]=[CH:4][CH:3]=1.[CH3:32][NH:33]C(C1N(C)C(C(S(C2C=CC=CC=2)(=O)=O)N)=CC(=O)C=1OCC1C=CC=CC=1)=O. No catalyst specified. (2) The reactants are P12(SP3(SP(SP(S3)(S1)=S)(=S)S2)=S)=[S:2].[Cl:15][C:16]1[N:20]([CH3:21])[N:19]=[C:18]([CH:22]([F:24])[F:23])[C:17]=1[C:25]([NH:27][C:28]1[CH:36]=[CH:35][CH:34]=[C:33]2[C:29]=1[CH2:30][CH:31]([CH:39]([CH3:41])[CH3:40])[C:32]2([CH3:38])[CH3:37])=O. The catalyst is O1CCOCC1. The product is [Cl:15][C:16]1[N:20]([CH3:21])[N:19]=[C:18]([CH:22]([F:24])[F:23])[C:17]=1[C:25](=[S:2])[NH:27][C:28]1[CH:36]=[CH:35][CH:34]=[C:33]2[C:29]=1[CH2:30][CH:31]([CH:39]([CH3:41])[CH3:40])[C:32]2([CH3:38])[CH3:37]. The yield is 0.890. (3) The reactants are Br[C:2]1[CH:3]=[CH:4][C:5]2[N:6]([C:8]([CH3:13])([CH3:12])[C:9](=[O:11])[N:10]=2)[CH:7]=1.[CH3:14][O:15][C:16]1[CH:17]=[C:18](B(O)O)[CH:19]=[CH:20][CH:21]=1. No catalyst specified. The product is [CH3:14][O:15][C:16]1[CH:21]=[C:20]([C:2]2[CH:3]=[CH:4][C:5]3[N:6]([C:8]([CH3:13])([CH3:12])[C:9](=[O:11])[N:10]=3)[CH:7]=2)[CH:19]=[CH:18][CH:17]=1. The yield is 0.540. (4) The reactants are [Br:1][C:2]1[CH:3]=[C:4]([C:19]([CH3:22])([CH3:21])[CH3:20])[C:5]([O:17][CH3:18])=[C:6]([CH:16]=1)[CH2:7][O:8][C:9]1[CH:14]=[CH:13][C:12]([NH2:15])=[CH:11][CH:10]=1.[CH3:23][S:24](Cl)(=[O:26])=[O:25]. The catalyst is N1C=CC=CC=1.CCOC(C)=O. The product is [Br:1][C:2]1[CH:3]=[C:4]([C:19]([CH3:22])([CH3:21])[CH3:20])[C:5]([O:17][CH3:18])=[C:6]([CH:16]=1)[CH2:7][O:8][C:9]1[CH:10]=[CH:11][C:12]([NH:15][S:24]([CH3:23])(=[O:26])=[O:25])=[CH:13][CH:14]=1. The yield is 0.840. (5) The reactants are S([O:11][C:12]1[CH:13]=[N:14][C:15]([CH2:18][O:19]C(=O)C)=[CH:16][CH:17]=1)(C1C=CC(C)=CC=1)(=O)=O.[OH-].[Na+].Cl. The catalyst is O.C(OCC)(=O)C. The product is [OH:11][C:12]1[CH:17]=[CH:16][C:15]([CH2:18][OH:19])=[N:14][CH:13]=1. The yield is 0.800. (6) The reactants are Cl[C:2]1[NH:7][C:6]([NH2:21])([NH:8][CH:9]([C:11]2[CH:20]=[CH:19][C:18]3[C:13](=[CH:14][CH:15]=[CH:16][CH:17]=3)[CH:12]=2)[CH3:10])[N:5]=[CH:4][N:3]=1.C(O[C:27](=[O:45])[CH:28]([NH:37][C:38]([O:40][C:41]([CH3:44])([CH3:43])[CH3:42])=[O:39])[CH2:29][C:30]1[CH:35]=[CH:34][C:33]([OH:36])=[CH:32][CH:31]=1)(C)(C)C.[C:46](=O)([O-])[O-].[K+].[K+].[CH:52]([OH:55])([CH3:54])[CH3:53]. No catalyst specified. The product is [C:52]([O:55][C:27](=[O:45])[CH:28]([NH:37][C:38]([O:40][C:41]([CH3:42])([CH3:43])[CH3:44])=[O:39])[CH2:29][C:30]1[CH:31]=[CH:32][C:33]([O:36][C:4]2[N:3]=[C:2]([NH2:7])[N:21]=[C:6]([NH:8][CH:9]([C:11]3[CH:20]=[CH:19][C:18]4[C:13](=[CH:14][CH:15]=[CH:16][CH:17]=4)[CH:12]=3)[CH3:10])[N:5]=2)=[CH:34][CH:35]=1)([CH3:46])([CH3:54])[CH3:53]. The yield is 0.280.